Dataset: Reaction yield outcomes from USPTO patents with 853,638 reactions. Task: Predict the reaction yield, written as a fraction of the theoretical maximum amount of product (1.0 means a 100% yield; for example, 0.34 means a 34% yield). (1) The reactants are Br[C:2]1[CH:7]=[CH:6][CH:5]=[C:4]([N+:8]([O-:10])=[O:9])[C:3]=1[O:11][CH3:12].[CH3:13][C:14]1([CH3:30])[C:18]([CH3:20])([CH3:19])[O:17][B:16]([B:16]2[O:17][C:18]([CH3:20])([CH3:19])[C:14]([CH3:30])([CH3:13])[O:15]2)[O:15]1.C([O-])(=O)C.[K+]. The catalyst is COC.C1C=CC([P]([Pd]([P](C2C=CC=CC=2)(C2C=CC=CC=2)C2C=CC=CC=2)([P](C2C=CC=CC=2)(C2C=CC=CC=2)C2C=CC=CC=2)[P](C2C=CC=CC=2)(C2C=CC=CC=2)C2C=CC=CC=2)(C2C=CC=CC=2)C2C=CC=CC=2)=CC=1. The product is [CH3:12][O:11][C:3]1[C:4]([N+:8]([O-:10])=[O:9])=[CH:5][CH:6]=[CH:7][C:2]=1[B:16]1[O:17][C:18]([CH3:20])([CH3:19])[C:14]([CH3:30])([CH3:13])[O:15]1. The yield is 0.619. (2) The product is [NH:8]1[C:9]2[C:14](=[CH:13][CH:12]=[CH:11][CH:10]=2)[CH:15]=[C:7]1[CH:5]([CH3:6])[C:4]([O:3][CH2:1][CH3:2])=[O:23]. The reactants are [CH2:1]([O:3][C:4](=[O:23])[CH:5]([C:7]1[N:8](C(OC(C)(C)C)=O)[C:9]2[C:14]([CH:15]=1)=[CH:13][CH:12]=[CH:11][CH:10]=2)[CH3:6])[CH3:2]. The yield is 0.500. The catalyst is ClCCl.C(O)(C(F)(F)F)=O. (3) The reactants are [Cl:1][CH2:2][C:3]([NH:5][NH:6][C:7](=[O:16])[C:8]1[CH:13]=[CH:12][CH:11]=[C:10]([C:14]#[N:15])[CH:9]=1)=O.O=P12OP3(OP(OP(O3)(O1)=O)(=O)O2)=O.CN(C=O)C.C([O-])([O-])=O.[K+].[K+]. The catalyst is C1(C)C=CC=CC=1. The product is [Cl:1][CH2:2][C:3]1[O:16][C:7]([C:8]2[CH:9]=[C:10]([CH:11]=[CH:12][CH:13]=2)[C:14]#[N:15])=[N:6][N:5]=1. The yield is 0.290. (4) The reactants are [NH2:1][C:2]1[CH:3]=[CH:4][C:5]([CH3:24])=[C:6]([CH:23]=1)[O:7][C:8]1[CH:9]=[CH:10][C:11]2[N:12]([CH:14]=[C:15]([NH:17][C:18]([CH:20]3[CH2:22][CH2:21]3)=[O:19])[N:16]=2)[N:13]=1.[C:25]([C:27]([C:30]1[CH:31]=[C:32]([CH:36]=[CH:37][CH:38]=1)[C:33](O)=[O:34])([CH3:29])[CH3:28])#[N:26].Cl.CN(C)CCCN=C=NCC.ON1C2C=CC=CC=2N=N1. The catalyst is CN(C)C=O. The product is [C:25]([C:27]([C:30]1[CH:31]=[C:32]([CH:36]=[CH:37][CH:38]=1)[C:33]([NH:1][C:2]1[CH:3]=[CH:4][C:5]([CH3:24])=[C:6]([O:7][C:8]2[CH:9]=[CH:10][C:11]3[N:12]([CH:14]=[C:15]([NH:17][C:18]([CH:20]4[CH2:22][CH2:21]4)=[O:19])[N:16]=3)[N:13]=2)[CH:23]=1)=[O:34])([CH3:29])[CH3:28])#[N:26]. The yield is 0.700. (5) The reactants are [NH4+].[N:2]#[C:3][S-:4].[CH3:5][O:6][C:7]1[C:8]([NH2:13])=[CH:9][CH:10]=[CH:11][CH:12]=1.N. The catalyst is Cl.O. The product is [CH3:5][O:6][C:7]1[CH:12]=[CH:11][CH:10]=[CH:9][C:8]=1[NH:13][C:3]([NH2:2])=[S:4]. The yield is 0.240.